This data is from Forward reaction prediction with 1.9M reactions from USPTO patents (1976-2016). The task is: Predict the product of the given reaction. (1) Given the reactants O=[C:2]1[C:11]2[C:6](=[CH:7][CH:8]=[CH:9][CH:10]=2)[O:5][C@H:4]([C:12]([OH:14])=[O:13])[CH2:3]1.[H][H], predict the reaction product. The product is: [O:5]1[C:6]2[CH:7]=[CH:8][CH:9]=[CH:10][C:11]=2[CH2:2][CH2:3][C@H:4]1[C:12]([OH:14])=[O:13]. (2) Given the reactants [Cl:1][C:2]1[CH:3]=[CH:4][C:5](=[O:8])[NH:6][N:7]=1.[F:9][C:10]([F:18])(S(F)(=O)=O)C(O)=O, predict the reaction product. The product is: [Cl:1][C:2]1[N:7]=[N:6][C:5]([O:8][CH:10]([F:18])[F:9])=[CH:4][CH:3]=1. (3) Given the reactants [C:1]([C:5]1[CH:10]=[CH:9][C:8]([N:11]2[C:15](=[O:16])[C:14]([CH3:18])([CH3:17])[N:13]([CH2:19][C:20]3[CH:25]=[CH:24][N:23]=[C:22](Cl)[CH:21]=3)[C:12]2=[O:27])=[CH:7][CH:6]=1)([CH3:4])([CH3:3])[CH3:2].C(=O)([O-])[O-].[Cs+].[Cs+].[C:34]([NH2:37])(=[O:36])[CH3:35], predict the reaction product. The product is: [C:1]([C:5]1[CH:10]=[CH:9][C:8]([N:11]2[C:15](=[O:16])[C:14]([CH3:18])([CH3:17])[N:13]([CH2:19][C:20]3[CH:25]=[CH:24][N:23]=[C:22]([NH:37][C:34](=[O:36])[CH3:35])[CH:21]=3)[C:12]2=[O:27])=[CH:7][CH:6]=1)([CH3:4])([CH3:3])[CH3:2].